This data is from Full USPTO retrosynthesis dataset with 1.9M reactions from patents (1976-2016). The task is: Predict the reactants needed to synthesize the given product. (1) The reactants are: [Cl:1][C:2]1[N:7]=[C:6]([C:8]2[S:12][C:11]([C:13]3([CH3:26])[CH2:18][CH2:17][N:16]([C:19]([O:21][C:22]([CH3:25])([CH3:24])[CH3:23])=[O:20])[CH2:15][CH2:14]3)=[N:10][C:9]=2[C:27]2[CH:32]=[CH:31][CH:30]=[C:29]([NH:33]C(OCC=C)=O)[C:28]=2[F:40])[CH:5]=[CH:4][N:3]=1.C([SnH](CCCC)CCCC)CCC.O. Given the product [NH2:33][C:29]1[C:28]([F:40])=[C:27]([C:9]2[N:10]=[C:11]([C:13]3([CH3:26])[CH2:18][CH2:17][N:16]([C:19]([O:21][C:22]([CH3:24])([CH3:23])[CH3:25])=[O:20])[CH2:15][CH2:14]3)[S:12][C:8]=2[C:6]2[CH:5]=[CH:4][N:3]=[C:2]([Cl:1])[N:7]=2)[CH:32]=[CH:31][CH:30]=1, predict the reactants needed to synthesize it. (2) The reactants are: Br[C:2]1[CH:7]=[CH:6][C:5]([C:8]([CH3:11])([CH3:10])[CH3:9])=[CH:4][CH:3]=1.C([Li:16])CCC.CCCCCC.[O:23]1[CH2:27][CH2:26][CH2:25][CH2:24]1. Given the product [C:8]([C:5]1[CH:6]=[CH:7][C:2]([Li:16])=[CH:3][CH:4]=1)([CH3:11])([CH3:10])[CH3:9].[CH2:26]1[CH2:27][O:23][CH2:24][CH2:25]1, predict the reactants needed to synthesize it.